Dataset: Reaction yield outcomes from USPTO patents with 853,638 reactions. Task: Predict the reaction yield, written as a fraction of the theoretical maximum amount of product (1.0 means a 100% yield; for example, 0.34 means a 34% yield). (1) The reactants are CS(O[CH2:6][CH2:7][O:8][C:9]1[CH:18]=[CH:17][C:12]([C:13]([O:15][CH3:16])=[O:14])=[CH:11][CH:10]=1)(=O)=O.[NH2:19][C:20]1[CH:25]=[CH:24][CH:23]=[CH:22][CH:21]=1.O. The catalyst is CC#N. The product is [C:20]1([NH:19][CH2:6][CH2:7][O:8][C:9]2[CH:10]=[CH:11][C:12]([C:13]([O:15][CH3:16])=[O:14])=[CH:17][CH:18]=2)[CH:25]=[CH:24][CH:23]=[CH:22][CH:21]=1. The yield is 0.820. (2) The catalyst is C1COCC1.C(Cl)Cl. The reactants are [O:1]1[CH2:6][CH2:5][CH:4]([S:7]([C:10]2[CH:15]=[CH:14][C:13]([C:16]3[CH:21]=[CH:20][N:19]=[C:18]([NH:22][C:23]4[CH:31]=[CH:30][C:26]([C:27]([OH:29])=O)=[CH:25][CH:24]=4)[N:17]=3)=[CH:12][CH:11]=2)(=[O:9])=[O:8])[CH2:3][CH2:2]1.[CH3:32][N:33]([CH2:35][CH2:36][CH2:37][N:38]1[CH2:43][CH2:42][NH:41][CH2:40][CH2:39]1)[CH3:34].CCN=C=NCCCN(C)C.C1C=CC2N(O)N=NC=2C=1. The product is [CH3:34][N:33]([CH3:32])[CH2:35][CH2:36][CH2:37][N:38]1[CH2:39][CH2:40][N:41]([C:27]([C:26]2[CH:25]=[CH:24][C:23]([NH:22][C:18]3[N:17]=[C:16]([C:13]4[CH:12]=[CH:11][C:10]([S:7]([CH:4]5[CH2:3][CH2:2][O:1][CH2:6][CH2:5]5)(=[O:8])=[O:9])=[CH:15][CH:14]=4)[CH:21]=[CH:20][N:19]=3)=[CH:31][CH:30]=2)=[O:29])[CH2:42][CH2:43]1. The yield is 0.220. (3) The reactants are [F:1][C:2]([F:12])([F:11])[C:3]1[CH:8]=[CH:7][N:6]=[C:5]([CH:9]=O)[CH:4]=1.[Br:13][C:14]1[CH:15]=[C:16]([NH2:21])[C:17]([NH2:20])=[CH:18][CH:19]=1. The catalyst is C1COCC1. The product is [Br:13][C:14]1[CH:19]=[CH:18][C:17]2[N:20]=[C:9]([C:5]3[CH:4]=[C:3]([C:2]([F:12])([F:11])[F:1])[CH:8]=[CH:7][N:6]=3)[NH:21][C:16]=2[CH:15]=1. The yield is 0.451. (4) The reactants are [ClH:1].O1CCOCC1.[N:8]1([C:14]([C:16]2[N:17]=[C:18]([N:21]3[CH2:26][CH2:25][N:24](C(OC(C)(C)C)=O)[CH2:23][CH:22]3[CH2:34][O:35][C:36]3[CH:37]=[N:38][CH:39]=[CH:40][CH:41]=3)[S:19][CH:20]=2)=[O:15])[CH2:13][CH2:12][O:11][CH2:10][CH2:9]1. The catalyst is CO. The product is [ClH:1].[ClH:1].[O:11]1[CH2:12][CH2:13][N:8]([C:14]([C:16]2[N:17]=[C:18]([N:21]3[CH2:26][CH2:25][NH:24][CH2:23][CH:22]3[CH2:34][O:35][C:36]3[CH:37]=[N:38][CH:39]=[CH:40][CH:41]=3)[S:19][CH:20]=2)=[O:15])[CH2:9][CH2:10]1. The yield is 0.990. (5) The catalyst is CO.C(OCC)(=O)C. The yield is 0.637. The product is [ClH:28].[ClH:28].[F:1][C:2]1[CH:3]=[C:4]([C:9]2[CH:10]=[C:11]([CH2:20][N:21]3[CH2:26][CH2:25][N:24]([CH3:27])[CH2:23][CH2:22]3)[C:12](=[O:19])[N:13]([CH2:15][CH:16]([CH3:17])[CH3:18])[N:14]=2)[CH:5]=[CH:6][C:7]=1[CH3:8]. The reactants are [F:1][C:2]1[CH:3]=[C:4]([C:9]2[CH:10]=[C:11]([CH2:20][N:21]3[CH2:26][CH2:25][N:24]([CH3:27])[CH2:23][CH2:22]3)[C:12](=[O:19])[N:13]([CH2:15][CH:16]([CH3:18])[CH3:17])[N:14]=2)[CH:5]=[CH:6][C:7]=1[CH3:8].[ClH:28]. (6) The reactants are CN(C(ON1N=NC2C=CC=NC1=2)=[N+](C)C)C.F[P-](F)(F)(F)(F)F.[Cl:25][C:26]1[N:30]2[CH:31]=[C:32]([C:39]3[CH:43]=[CH:42][O:41][CH:40]=3)[CH:33]=[C:34]([C:35]([F:38])([F:37])[F:36])[C:29]2=[N:28][C:27]=1[C:44](O)=[O:45].[CH3:47][CH:48]([CH3:58])[CH2:49][CH2:50][O:51][CH:52]1[CH2:57][CH2:56][NH:55][CH2:54][CH2:53]1. No catalyst specified. The product is [Cl:25][C:26]1[N:30]2[CH:31]=[C:32]([C:39]3[CH:43]=[CH:42][O:41][CH:40]=3)[CH:33]=[C:34]([C:35]([F:36])([F:38])[F:37])[C:29]2=[N:28][C:27]=1[C:44]([N:55]1[CH2:56][CH2:57][CH:52]([O:51][CH2:50][CH2:49][CH:48]([CH3:58])[CH3:47])[CH2:53][CH2:54]1)=[O:45]. The yield is 0.0900. (7) The reactants are [Si:1]([O:8][CH2:9][C@@H:10]([N:13]([CH2:21][C:22](N(OC)C)=[O:23])[C:14](=[O:20])[O:15][C:16]([CH3:19])([CH3:18])[CH3:17])[CH:11]=[CH2:12])([C:4]([CH3:7])([CH3:6])[CH3:5])([CH3:3])[CH3:2].[CH:28]([Mg]Br)=[CH:29][CH3:30]. The catalyst is C1COCC1. The product is [Si:1]([O:8][CH2:9][C@@H:10]([N:13]([CH2:21][C:22](=[O:23])[CH:28]=[CH:29][CH3:30])[C:14](=[O:20])[O:15][C:16]([CH3:19])([CH3:17])[CH3:18])[CH:11]=[CH2:12])([C:4]([CH3:6])([CH3:5])[CH3:7])([CH3:3])[CH3:2]. The yield is 0.870. (8) The product is [CH2:10]1[C:11]2([O:16][CH2:15][CH:14]([O:17][C:18]3[CH:23]=[CH:22][N:21]=[C:20]([CH2:24][S:25]([C:26]4[NH:27][C:28]5[CH:34]=[CH:33][CH:32]=[CH:31][C:29]=5[N:30]=4)=[O:44])[C:19]=3[CH3:35])[CH2:13][O:12]2)[CH2:8][CH2:9]1. The catalyst is C1(C)C=CC=CC=1.CO.CO. The yield is 0.762. The reactants are C1(C)C=CC=CC=1.[CH2:8]1[C:11]2([O:16][CH2:15][CH:14]([O:17][C:18]3[CH:23]=[CH:22][N:21]=[C:20]([CH2:24][S:25][C:26]4[NH:30][C:29]5[CH:31]=[CH:32][CH:33]=[CH:34][C:28]=5[N:27]=4)[C:19]=3[CH3:35])[CH2:13][O:12]2)[CH2:10][CH2:9]1.ClC1C=CC=C(C(OO)=[O:44])C=1.C(=O)([O-])O.[Na+]. (9) The catalyst is COCCOC.C(OCC)(=O)C.C1C=CC(/C=C/C(/C=C/C2C=CC=CC=2)=O)=CC=1.C1C=CC(/C=C/C(/C=C/C2C=CC=CC=2)=O)=CC=1.C1C=CC(/C=C/C(/C=C/C2C=CC=CC=2)=O)=CC=1.[Pd].[Pd]. The product is [CH3:18][N:19]1[CH2:24][CH2:23][N:22]([C:2]2[CH:7]=[CH:6][C:5]([C@@H:8]([NH:10][C:11](=[O:17])[O:12][C:13]([CH3:16])([CH3:15])[CH3:14])[CH3:9])=[CH:4][CH:3]=2)[CH2:21][CH2:20]1. The yield is 0.840. The reactants are Br[C:2]1[CH:7]=[CH:6][C:5]([C@@H:8]([NH:10][C:11](=[O:17])[O:12][C:13]([CH3:16])([CH3:15])[CH3:14])[CH3:9])=[CH:4][CH:3]=1.[CH3:18][N:19]1[CH2:24][CH2:23][NH:22][CH2:21][CH2:20]1.C1C=CC(P(C2C(C3C(P(C4C=CC=CC=4)C4C=CC=CC=4)=CC=C4C=3C=CC=C4)=C3C(C=CC=C3)=CC=2)C2C=CC=CC=2)=CC=1.P([O-])([O-])([O-])=O.[K+].[K+].[K+].